Predict which catalyst facilitates the given reaction. From a dataset of Catalyst prediction with 721,799 reactions and 888 catalyst types from USPTO. (1) Reactant: [CH3:1][O:2][C@H:3]([CH3:9])[C@@H:4]([C:6]([OH:8])=[O:7])[NH2:5].C([O-])(O)=O.[Na+].[CH3:15][C:16]([O:19][C:20](O[C:20]([O:19][C:16]([CH3:18])([CH3:17])[CH3:15])=[O:21])=[O:21])([CH3:18])[CH3:17]. Product: [C:16]([O:19][C:20]([NH:5][C@H:4]([C:6]([OH:8])=[O:7])[C@@H:3]([CH3:9])[O:2][CH3:1])=[O:21])([CH3:18])([CH3:17])[CH3:15]. The catalyst class is: 20. (2) Reactant: [CH3:1][N:2]1[CH:6]=[N:5][CH:4]=[N:3]1.[C:7](Cl)(=[O:14])[C:8]1[CH:13]=[CH:12][CH:11]=[CH:10][CH:9]=1. Product: [CH3:1][N:2]1[C:6]([C:7]([C:8]2[CH:13]=[CH:12][CH:11]=[CH:10][CH:9]=2)=[O:14])=[N:5][CH:4]=[N:3]1. The catalyst class is: 23.